From a dataset of Forward reaction prediction with 1.9M reactions from USPTO patents (1976-2016). Predict the product of the given reaction. (1) Given the reactants C([Sn](CCCC)(CCCC)[C:6]1[CH:7]=[N:8][CH:9]=[CH:10][CH:11]=1)CCC.Br[C:21]1[C:22]([CH:27]=[O:28])=[N:23][CH:24]=[CH:25][CH:26]=1, predict the reaction product. The product is: [N:23]1[CH:24]=[CH:25][CH:26]=[C:21]([C:6]2[CH:7]=[N:8][CH:9]=[CH:10][CH:11]=2)[C:22]=1[CH:27]=[O:28]. (2) Given the reactants Br[C:2]1[CH:11]=[CH:10][C:9]2[N:8]=[CH:7][C:6]3[N:12]([CH3:23])[C:13](=[O:22])[N:14]([C:15]4[C:16]([CH3:21])=[N:17][N:18]([CH3:20])[CH:19]=4)[C:5]=3[C:4]=2[CH:3]=1.[F:24][C:25]1[C:26]([O:34][CH3:35])=[N:27][CH:28]=[C:29](B(O)O)[CH:30]=1, predict the reaction product. The product is: [CH3:20][N:18]1[CH:19]=[C:15]([N:14]2[C:5]3[C:4]4[CH:3]=[C:2]([C:29]5[CH:28]=[N:27][C:26]([O:34][CH3:35])=[C:25]([F:24])[CH:30]=5)[CH:11]=[CH:10][C:9]=4[N:8]=[CH:7][C:6]=3[N:12]([CH3:23])[C:13]2=[O:22])[C:16]([CH3:21])=[N:17]1.